From a dataset of Full USPTO retrosynthesis dataset with 1.9M reactions from patents (1976-2016). Predict the reactants needed to synthesize the given product. (1) The reactants are: [N+]([O-])([O-])=[O:2].[Ce+3:5].[N+]([O-])([O-])=O.[N+]([O-])([O-])=O.[N+]([O-])([O-])=O.[Pr+3:18].[N+]([O-])([O-])=O.[N+]([O-])([O-])=O.[N+]([O-])([O-])=O.[La+3:31].[N+]([O-])([O-])=O.[N+]([O-])([O-])=O.[OH2:40].N.[Ce].[Pr].[La]. Given the product [O:40]=[Ce:5]=[O:2].[O-2:2].[Pr+3:18].[O-2:2].[O-2:2].[Pr+3:18].[O-2:2].[La+3:31].[O-2:2].[O-2:2].[La+3:31], predict the reactants needed to synthesize it. (2) Given the product [OH:7][CH:3]([CH2:4][CH2:5][CH3:6])[C:2]#[C:1][C:16]1[CH:21]=[CH:20][C:19]([F:22])=[C:18]([F:23])[C:17]=1[F:24], predict the reactants needed to synthesize it. The reactants are: [CH:1]#[C:2][CH:3]([OH:7])[CH2:4][CH2:5][CH3:6].S([O-])([O-])(=O)=S.[Na+].[Na+].I[C:16]1[CH:21]=[CH:20][C:19]([F:22])=[C:18]([F:23])[C:17]=1[F:24].